The task is: Binary Classification. Given a T-cell receptor sequence (or CDR3 region) and an epitope sequence, predict whether binding occurs between them.. This data is from TCR-epitope binding with 47,182 pairs between 192 epitopes and 23,139 TCRs. (1) The epitope is ISDYDYYRY. The TCR CDR3 sequence is CASSPPISGANVLTF. Result: 0 (the TCR does not bind to the epitope). (2) The epitope is YLNTLTLAV. The TCR CDR3 sequence is CASSPEAGANVLTF. Result: 1 (the TCR binds to the epitope). (3) The epitope is YLDAYNMMI. The TCR CDR3 sequence is CASSMGTSTDTQYF. Result: 1 (the TCR binds to the epitope). (4) The epitope is YLQPRTFLL. The TCR CDR3 sequence is CASSQETFTGSPLHF. Result: 0 (the TCR does not bind to the epitope).